Task: Predict which catalyst facilitates the given reaction.. Dataset: Catalyst prediction with 721,799 reactions and 888 catalyst types from USPTO (1) Reactant: C=O.[O:3]=[C:4]1[NH:10][C:9]2[CH:11]=[CH:12][CH:13]=[CH:14][C:8]=2[N:7]2[CH2:15][CH2:16][N:17]([C:19](OC(C)(C)C)=O)[CH2:18][CH:6]2[CH2:5]1. Product: [CH3:19][N:17]1[CH2:16][CH2:15][N:7]2[C:8]3[CH:14]=[CH:13][CH:12]=[CH:11][C:9]=3[NH:10][C:4](=[O:3])[CH2:5][CH:6]2[CH2:18]1. The catalyst class is: 106. (2) Reactant: [NH2-].[Na+].[C:3](#[N:5])[CH3:4].C[O:7][C:8]([CH:10]1[CH2:15][CH2:14][CH2:13][CH2:12][CH2:11]1)=O.Cl. Product: [CH:10]1([C:8](=[O:7])[CH2:4][C:3]#[N:5])[CH2:15][CH2:14][CH2:13][CH2:12][CH2:11]1. The catalyst class is: 7. (3) Reactant: O[C:2]1([C:24]2[CH:29]=[CH:28][CH:27]=[C:26]([O:30][CH3:31])[CH:25]=2)[C:6]2[C:7]([CH3:21])=[C:8]([NH:13][C:14](=[O:20])[CH2:15][C:16]([CH3:19])([CH3:18])[CH3:17])[C:9]([CH3:12])=[C:10]([CH3:11])[C:5]=2[O:4][C:3]1([CH3:23])[CH3:22]. Product: [CH3:31][O:30][C:26]1[CH:25]=[C:24]([CH:2]2[C:6]3[C:7]([CH3:21])=[C:8]([NH:13][C:14](=[O:20])[CH2:15][C:16]([CH3:17])([CH3:18])[CH3:19])[C:9]([CH3:12])=[C:10]([CH3:11])[C:5]=3[O:4][C:3]2([CH3:23])[CH3:22])[CH:29]=[CH:28][CH:27]=1. The catalyst class is: 175. (4) Reactant: Cl.[Cl:2][C:3]1[CH:26]=[C:25]([NH:27][C:28]([NH:30][C:31]2[CH:36]=[N:35][C:34]([C:37]#[N:38])=[CH:33][N:32]=2)=[O:29])[C:24]([O:39][CH3:40])=[CH:23][C:4]=1[CH2:5][CH2:6][N:7]([CH2:15][C:16]1[CH:21]=[CH:20][CH:19]=[C:18]([F:22])[CH:17]=1)C(=O)OC(C)(C)C. Product: [ClH:2].[Cl:2][C:3]1[C:4]([CH2:5][CH2:6][NH:7][CH2:15][C:16]2[CH:21]=[CH:20][CH:19]=[C:18]([F:22])[CH:17]=2)=[CH:23][C:24]([O:39][CH3:40])=[C:25]([NH:27][C:28]([NH:30][C:31]2[CH:36]=[N:35][C:34]([C:37]#[N:38])=[CH:33][N:32]=2)=[O:29])[CH:26]=1. The catalyst class is: 258. (5) Reactant: [CH3:1][O:2][C:3]1[CH:4]=[C:5]2[C:10](=[CH:11][C:12]=1[O:13][CH2:14][CH2:15][NH2:16])[N:9]=[CH:8][CH:7]=[C:6]2[O:17][C:18]1[C:19]([CH3:28])=[N:20][C:21]2[C:26]([CH:27]=1)=[CH:25][CH:24]=[CH:23][CH:22]=2.[C:29]([NH:36][C:37]([NH:46][C:47]([O:49][C:50]([CH3:53])([CH3:52])[CH3:51])=[O:48])=NS(C(F)(F)F)(=O)=O)([O:31][C:32]([CH3:35])([CH3:34])[CH3:33])=[O:30]. Product: [CH3:1][O:2][C:3]1[CH:4]=[C:5]2[C:10](=[CH:11][C:12]=1[O:13][CH2:14][CH2:15][NH:16][C:37]([NH:36][C:29]([O:31][C:32]([CH3:35])([CH3:34])[CH3:33])=[O:30])=[N:46][C:47]([O:49][C:50]([CH3:53])([CH3:52])[CH3:51])=[O:48])[N:9]=[CH:8][CH:7]=[C:6]2[O:17][C:18]1[C:19]([CH3:28])=[N:20][C:21]2[C:26]([CH:27]=1)=[CH:25][CH:24]=[CH:23][CH:22]=2. The catalyst class is: 120. (6) Reactant: CN([C:4]([O:8]N1N=NC2C=CC=NC1=2)=[N+](C)C)C.F[P-](F)(F)(F)(F)F.C(OC([NH:32][C:33]1[N:38]=[C:37]([CH3:39])[C:36]([CH2:40][NH:41][C:42]2[C:43]3[C:44](=[N:48][N:49]([CH2:51][C:52]4[CH:66]=[CH:65][C:55]([CH2:56][N:57]5[CH:61]=[CH:60][C:59](C(O)=O)=[N:58]5)=[CH:54][CH:53]=4)[CH:50]=3)[N:45]=[CH:46][N:47]=2)=[C:35]([CH3:67])[CH:34]=1)=O)(C)(C)C.[NH:68]1[CH2:73][CH2:72][O:71][CH2:70][CH2:69]1.CCN(C(C)C)C(C)C. Product: [NH2:32][C:33]1[N:38]=[C:37]([CH3:39])[C:36]([CH2:40][NH:41][C:42]2[C:43]3[C:44](=[N:48][N:49]([CH2:51][C:52]4[CH:53]=[CH:54][C:55]([CH2:56][N:57]5[CH:61]=[C:60]([C:4]([N:68]6[CH2:73][CH2:72][O:71][CH2:70][CH2:69]6)=[O:8])[CH:59]=[N:58]5)=[CH:65][CH:66]=4)[CH:50]=3)[N:45]=[CH:46][N:47]=2)=[C:35]([CH3:67])[CH:34]=1. The catalyst class is: 35.